Dataset: Catalyst prediction with 721,799 reactions and 888 catalyst types from USPTO. Task: Predict which catalyst facilitates the given reaction. (1) Reactant: C1C=C(Cl)C=C(C(OO)=[O:9])C=1.[C:12]12([C:22](=[O:32])[CH2:23][S:24][C:25]3[CH:30]=[CH:29][C:28]([Cl:31])=[CH:27][CH:26]=3)[CH2:21][CH:16]3[CH2:17][CH:18]([CH2:20][CH:14]([CH2:15]3)[CH2:13]1)[CH2:19]2. Product: [C:12]12([C:22](=[O:32])[CH2:23][S:24]([C:25]3[CH:26]=[CH:27][C:28]([Cl:31])=[CH:29][CH:30]=3)=[O:9])[CH2:13][CH:14]3[CH2:20][CH:18]([CH2:17][CH:16]([CH2:15]3)[CH2:21]1)[CH2:19]2. The catalyst class is: 2. (2) Reactant: [Cl:1][C:2]1[CH:7]=[CH:6][C:5]([S:8]([CH:11]2[CH2:16][CH2:15][NH:14][CH2:13][CH2:12]2)(=[O:10])=[O:9])=[CH:4][CH:3]=1.Cl[C:18]1[CH:23]=[C:22]([C:24]([F:27])([F:26])[F:25])[CH:21]=[CH:20][N:19]=1.CCN(C(C)C)C(C)C. Product: [Cl:1][C:2]1[CH:3]=[CH:4][C:5]([S:8]([CH:11]2[CH2:16][CH2:15][N:14]([C:18]3[CH:23]=[C:22]([C:24]([F:27])([F:26])[F:25])[CH:21]=[CH:20][N:19]=3)[CH2:13][CH2:12]2)(=[O:9])=[O:10])=[CH:6][CH:7]=1. The catalyst class is: 12. (3) Reactant: C(=O)([O-])[O-].[K+].[K+].[CH3:7][C:8]1[NH:9][C:10]2[C:15]([CH:16]=1)=[CH:14][C:13](B1OC(C)(C)C(C)(C)O1)=[CH:12][CH:11]=2.[OH:26][NH:27][C:28](=[O:45])[C@:29]([CH3:44])([S:40]([CH3:43])(=[O:42])=[O:41])[CH2:30][CH2:31][N:32]1[CH:37]=[CH:36][C:35](I)=[CH:34][C:33]1=[O:39].O. Product: [OH:26][NH:27][C:28](=[O:45])[C@:29]([CH3:44])([S:40]([CH3:43])(=[O:42])=[O:41])[CH2:30][CH2:31][N:32]1[CH:37]=[CH:36][C:35]([C:13]2[CH:14]=[C:15]3[C:10](=[CH:11][CH:12]=2)[NH:9][C:8]([CH3:7])=[CH:16]3)=[CH:34][C:33]1=[O:39]. The catalyst class is: 505. (4) Reactant: Cl[CH2:2][C:3]1[CH:8]=[CH:7][C:6]([CH2:9][CH2:10][NH:11][C:12](=[O:31])[CH2:13][CH:14]2[C:19](=[O:20])[NH:18][CH:17]=[CH:16][N:15]2[S:21]([C:24]2[CH:29]=[CH:28][C:27]([CH3:30])=[CH:26][CH:25]=2)(=[O:23])=[O:22])=[CH:5][CH:4]=1.[NH:32]1[CH2:37][CH2:36][CH2:35][CH2:34][CH2:33]1. Product: [O:20]=[C:19]1[NH:18][CH:17]=[CH:16][N:15]([S:21]([C:24]2[CH:25]=[CH:26][C:27]([CH3:30])=[CH:28][CH:29]=2)(=[O:23])=[O:22])[CH:14]1[CH2:13][C:12]([NH:11][CH2:10][CH2:9][C:6]1[CH:7]=[CH:8][C:3]([CH2:2][N:32]2[CH2:37][CH2:36][CH2:35][CH2:34][CH2:33]2)=[CH:4][CH:5]=1)=[O:31]. The catalyst class is: 2.